Task: Predict the product of the given reaction.. Dataset: Forward reaction prediction with 1.9M reactions from USPTO patents (1976-2016) (1) Given the reactants Br[C:2]1[CH:3]=[C:4]([C:8]2([F:19])[CH2:11][N:10]([C:12]([O:14][C:15]([CH3:18])([CH3:17])[CH3:16])=[O:13])[CH2:9]2)[CH:5]=[CH:6][CH:7]=1.[N:20]1[CH:25]=[CH:24][C:23](B(O)O)=[CH:22][CH:21]=1.C(Cl)Cl.C([O-])([O-])=O.[Cs+].[Cs+], predict the reaction product. The product is: [F:19][C:8]1([C:4]2[CH:5]=[CH:6][CH:7]=[C:2]([C:23]3[CH:24]=[CH:25][N:20]=[CH:21][CH:22]=3)[CH:3]=2)[CH2:11][N:10]([C:12]([O:14][C:15]([CH3:18])([CH3:17])[CH3:16])=[O:13])[CH2:9]1. (2) Given the reactants Cl[C:2]1[N:7]=[C:6]([NH:8][C@@H:9]([C:11]2[CH:16]=[CH:15][CH:14]=[CH:13][CH:12]=2)[CH3:10])[CH:5]=[N:4][CH:3]=1.CC1(C)C(C)(C)OB([C:25]2[CH:30]=[CH:29][C:28]([OH:31])=[CH:27][CH:26]=2)O1.C1(C)C=CC=CC=1.[C:40](=O)([O-])[O-:41].[Na+].[Na+], predict the reaction product. The product is: [CH3:40][O:41][C:27]1[CH:26]=[C:25]([C:2]2[CH:3]=[N:4][CH:5]=[C:6]([NH:8][C@@H:9]([C:11]3[CH:16]=[CH:15][CH:14]=[CH:13][CH:12]=3)[CH3:10])[N:7]=2)[CH:30]=[CH:29][C:28]=1[OH:31]. (3) Given the reactants [Cl:1][C:2]1[CH:3]=[CH:4][C:5]([O:20][C:21]2[CH:26]=[CH:25][C:24]([Cl:27])=[CH:23][C:22]=2[Cl:28])=[C:6]([O:8][C:9](=[O:19])[CH2:10][O:11]CC2C=CC=CC=2)[CH:7]=1, predict the reaction product. The product is: [Cl:1][C:2]1[CH:3]=[CH:4][C:5]([O:20][C:21]2[CH:26]=[CH:25][C:24]([Cl:27])=[CH:23][C:22]=2[Cl:28])=[C:6]([O:8][C:9](=[O:19])[CH2:10][OH:11])[CH:7]=1. (4) The product is: [CH2:15]([O:22][C:23]1[CH:32]=[C:31]2[C:26]([C:27]([NH:36][CH2:37][CH:38]3[CH2:42][O:41][C:40]([CH3:44])([CH3:43])[O:39]3)=[C:28]([NH2:33])[CH:29]=[N:30]2)=[CH:25][CH:24]=1)[C:16]1[CH:17]=[CH:18][CH:19]=[CH:20][CH:21]=1. Given the reactants S(S([O-])=O)([O-])=O.[Na+].[Na+].C(=O)([O-])[O-].[K+].[K+].[CH2:15]([O:22][C:23]1[CH:32]=[C:31]2[C:26]([C:27]([NH:36][CH2:37][CH:38]3[CH2:42][O:41][C:40]([CH3:44])([CH3:43])[O:39]3)=[C:28]([N+:33]([O-])=O)[CH:29]=[N:30]2)=[CH:25][CH:24]=1)[C:16]1[CH:21]=[CH:20][CH:19]=[CH:18][CH:17]=1, predict the reaction product. (5) Given the reactants [CH3:1][CH:2]([CH2:5][C:6]1[CH:11]=[CH:10][C:9]([CH:12]([CH3:14])[CH3:13])=[CH:8][CH:7]=1)[CH:3]=O.[C:15]([NH:19][OH:20])([CH3:18])([CH3:17])[CH3:16].CC1C=CC(S(O)(=O)=O)=CC=1, predict the reaction product. The product is: [C:15]([N+:19]([O-:20])=[CH:3][CH:2]([CH3:1])[CH2:5][C:6]1[CH:11]=[CH:10][C:9]([CH:12]([CH3:14])[CH3:13])=[CH:8][CH:7]=1)([CH3:18])([CH3:17])[CH3:16]. (6) Given the reactants C(O[CH:5]1[O:18][C@H:17]([CH2:19][O:20][C:21](=[O:23])[CH3:22])[C@H:12]([O:13][C:14](=[O:16])[CH3:15])[C@H:11]([N:24]2[CH:28]=[C:27]([C:29]([O:31][CH3:32])=[O:30])[N:26]=[N:25]2)[C@H:6]1[O:7][C:8](=[O:10])[CH3:9])(=O)C.C(OC(=O)C)(=O)C.[BrH:40], predict the reaction product. The product is: [C:8]([O:7][C@@H:6]1[C@@H:11]([N:24]2[CH:28]=[C:27]([C:29]([O:31][CH3:32])=[O:30])[N:26]=[N:25]2)[C@@H:12]([O:13][C:14](=[O:16])[CH3:15])[C@@H:17]([CH2:19][O:20][C:21](=[O:23])[CH3:22])[O:18][C@@H:5]1[Br:40])(=[O:10])[CH3:9].